The task is: Predict the product of the given reaction.. This data is from Forward reaction prediction with 1.9M reactions from USPTO patents (1976-2016). (1) Given the reactants Cl.Cl.[NH2:3][CH2:4][C@@H:5]1[O:10][CH2:9][CH2:8][N:7]([CH2:11][C:12]2[CH:17]=[CH:16][C:15]([Cl:18])=[C:14]([Cl:19])[CH:13]=2)[CH2:6]1.O.C(=O)([O-])O.[Na+].[Cl:26][CH2:27][C:28](Cl)=[O:29], predict the reaction product. The product is: [Cl:19][C:14]1[CH:13]=[C:12]([CH:17]=[CH:16][C:15]=1[Cl:18])[CH2:11][N:7]1[CH2:8][CH2:9][O:10][C@@H:5]([CH2:4][NH:3][C:28](=[O:29])[CH2:27][Cl:26])[CH2:6]1. (2) Given the reactants FC(F)(F)C([N:5]1[CH2:11][CH2:10][C:9]2[CH:12]=[C:13]([CH2:16][CH2:17][CH2:18][CH2:19][CH2:20][CH2:21][CH2:22][CH3:23])[CH:14]=[CH:15][C:8]=2[CH2:7][CH2:6]1)=O.C([O-])(O)=O.[Na+], predict the reaction product. The product is: [CH2:16]([C:13]1[CH:14]=[CH:15][C:8]2[CH2:7][CH2:6][NH:5][CH2:11][CH2:10][C:9]=2[CH:12]=1)[CH2:17][CH2:18][CH2:19][CH2:20][CH2:21][CH2:22][CH3:23]. (3) The product is: [NH2:32][C:30](=[O:31])[CH2:29][N:24]1[C:21]2=[N:22][CH:23]=[C:18]([C:6]3[C:5]4[C:9](=[CH:10][C:2]([F:1])=[CH:3][CH:4]=4)[N:8]([C:11]([O:13][C:14]([CH3:17])([CH3:16])[CH3:15])=[O:12])[CH:7]=3)[CH:19]=[C:20]2[O:26][C:25]1=[O:27]. Given the reactants [F:1][C:2]1[CH:10]=[C:9]2[C:5]([C:6]([C:18]3[CH:19]=[C:20]4[O:26][C:25](=[O:27])[NH:24][C:21]4=[N:22][CH:23]=3)=[CH:7][N:8]2[C:11]([O:13][C:14]([CH3:17])([CH3:16])[CH3:15])=[O:12])=[CH:4][CH:3]=1.Br[CH2:29][C:30]([NH2:32])=[O:31].C([O-])([O-])=O.[K+].[K+], predict the reaction product. (4) Given the reactants [CH2:1]([O:3][C:4]([C:6]1[C:7](=[O:23])[C:8]2[C:13]([C:14]=1[C:15]1[CH:20]=[CH:19][CH:18]=[CH:17][CH:16]=1)=[CH:12][CH:11]=[C:10]([O:21][CH3:22])[CH:9]=2)=[O:5])[CH3:2].[CH2:24]([Mg]Cl)[C:25]1[CH:30]=[CH:29][CH:28]=[CH:27][CH:26]=1, predict the reaction product. The product is: [CH2:1]([O:3][C:4]([C:6]1[C:7]([CH2:24][C:25]2[CH:30]=[CH:29][CH:28]=[CH:27][CH:26]=2)([OH:23])[C:8]2[C:13]([C:14]=1[C:15]1[CH:20]=[CH:19][CH:18]=[CH:17][CH:16]=1)=[CH:12][CH:11]=[C:10]([O:21][CH3:22])[CH:9]=2)=[O:5])[CH3:2]. (5) Given the reactants [F:1][C:2]1[C:10]2[C:9]([CH3:12])([CH3:11])[O:8][B:7]([OH:13])[C:6]=2[CH:5]=[CH:4][C:3]=1[CH:14]=O.[NH2:16][OH:17].Cl.CC([O-])=O.[Na+], predict the reaction product. The product is: [F:1][C:2]1[C:10]2[C:9]([CH3:12])([CH3:11])[O:8][B:7]([OH:13])[C:6]=2[CH:5]=[CH:4][C:3]=1[CH:14]=[N:16][OH:17]. (6) Given the reactants C[O:2][C:3](=[O:24])[C:4]1[CH:9]=[C:8]([C:10]2[S:11][CH:12]=[C:13]([C:15]3[CH:20]=[CH:19][C:18]([Cl:21])=[C:17]([Cl:22])[CH:16]=3)[N:14]=2)[CH:7]=[CH:6][C:5]=1Br.[Cl:25][C:26]1[C:31]([Cl:32])=[CH:30][C:29]([Cl:33])=[CH:28][C:27]=1B(O)O, predict the reaction product. The product is: [Cl:25][C:26]1[C:31]([Cl:32])=[CH:30][C:29]([Cl:33])=[CH:28][C:27]=1[C:5]1[C:4]([C:3]([OH:24])=[O:2])=[CH:9][C:8]([C:10]2[S:11][CH:12]=[C:13]([C:15]3[CH:20]=[CH:19][C:18]([Cl:21])=[C:17]([Cl:22])[CH:16]=3)[N:14]=2)=[CH:7][CH:6]=1.